This data is from Full USPTO retrosynthesis dataset with 1.9M reactions from patents (1976-2016). The task is: Predict the reactants needed to synthesize the given product. (1) Given the product [F:1][C:2]1[CH:7]=[CH:6][C:5]([C@H:8]2[C:13]([C:14]([Cl:22])=[O:15])=[CH:12][N:11]([CH3:17])[C:10](=[O:18])[NH:9]2)=[CH:4][CH:3]=1, predict the reactants needed to synthesize it. The reactants are: [F:1][C:2]1[CH:7]=[CH:6][C:5]([C@H:8]2[C:13]([C:14](O)=[O:15])=[CH:12][N:11]([CH3:17])[C:10](=[O:18])[NH:9]2)=[CH:4][CH:3]=1.C(Cl)(=O)C([Cl:22])=O. (2) Given the product [F:11][C:8]1[C:3]([O:2][CH3:1])=[N:4][CH:5]=[CH:6][C:7]=1[NH2:9], predict the reactants needed to synthesize it. The reactants are: [CH3:1][O:2][C:3]1[CH:8]=[C:7]([NH2:9])[CH:6]=[CH:5][N:4]=1.[B-](F)(F)(F)[F:11].[B-](F)(F)(F)F.C1[N+]2(CCl)CC[N+](F)(CC2)C1.O. (3) Given the product [Cl:92][CH2:4][CH2:5][O:6][C:7]1[C:8]([O:37][CH3:38])=[CH:9][C:10]2[N:14]=[CH:13][N:12]([C:15]3[S:19][C:18]([C:20]([O:22][CH3:23])=[O:21])=[C:17]([O:24][CH2:25][C:26]4[CH:31]=[CH:30][CH:29]=[CH:28][C:27]=4[C:32]([F:35])([F:34])[F:33])[CH:16]=3)[C:11]=2[CH:36]=1, predict the reactants needed to synthesize it. The reactants are: CN(C)C[CH2:4][CH2:5][O:6][C:7]1[C:8]([O:37][CH3:38])=[CH:9][C:10]2[N:14]=[CH:13][N:12]([C:15]3[S:19][C:18]([C:20]([O:22][CH3:23])=[O:21])=[C:17]([O:24][CH2:25][C:26]4[CH:31]=[CH:30][CH:29]=[CH:28][C:27]=4[C:32]([F:35])([F:34])[F:33])[CH:16]=3)[C:11]=2[CH:36]=1.OC1C(OC)=CC2N=CN(C3SC(C(OC)=O)=C(OCC4C=CC=CC=4C(F)(F)F)C=3)C=2C=1.C1(P(C2C=CC=CC=2)C2C=CC=CC=2)C=CC=CC=1.[Cl:92]CCO.N(C(OCC)=O)=NC(OCC)=O. (4) The reactants are: Cl[C:2]1[CH2:6][C@H:5]([CH:7]2[CH2:11][CH2:10][CH2:9][CH2:8]2)[N:4]([C:12]2[CH:19]=[CH:18][C:15]([C:16]#[N:17])=[C:14]([CH3:20])[N:13]=2)[N:3]=1.[CH3:21][C:22]1[CH:29]=[C:28](B2OC(C)(C)C(C)(C)O2)[CH:27]=[CH:26][C:23]=1[C:24]#[N:25]. Given the product [C:24]([C:23]1[CH:26]=[CH:27][C:28]([C:2]2[CH2:6][C@H:5]([CH:7]3[CH2:11][CH2:10][CH2:9][CH2:8]3)[N:4]([C:12]3[CH:19]=[CH:18][C:15]([C:16]#[N:17])=[C:14]([CH3:20])[N:13]=3)[N:3]=2)=[CH:29][C:22]=1[CH3:21])#[N:25], predict the reactants needed to synthesize it. (5) Given the product [C:37]([O:41][C:42](=[O:65])[NH:43][CH:44]1[CH2:45][CH2:46][N:47]([CH2:50][CH2:51][N:52]2[C:61]3[C:56](=[CH:57][CH:58]=[C:59]([O:62][CH3:63])[CH:60]=3)[CH2:55][CH2:54][C:53]2=[O:64])[CH2:48][CH2:49]1)([CH3:40])([CH3:38])[CH3:39], predict the reactants needed to synthesize it. The reactants are: COC1C=C2C(CCC(=O)N2)=CC=1.[H-].[Na+].CS(OCCN1CCC(NC(OC(C)(C)C)=O)CC1)(=O)=O.[C:37]([O:41][C:42](=[O:65])[NH:43][CH:44]1[CH2:49][CH2:48][N:47]([CH2:50][CH2:51][N:52]2[C:61]3[C:56](=[CH:57][CH:58]=[C:59]([O:62][CH3:63])[CH:60]=3)[CH:55]=[CH:54][C:53]2=[O:64])[CH2:46][CH2:45]1)([CH3:40])([CH3:39])[CH3:38]. (6) Given the product [OH:6][CH2:7][C:8]1([C:11]#[C:12][Si:13]([CH3:14])([CH3:15])[CH3:16])[O:17][C@@H:5]([OH:4])[CH:10]=[CH:9]1, predict the reactants needed to synthesize it. The reactants are: C([O:4][C@@H:5]1[CH:10]=[CH:9][C@@:8]([OH:17])([C:11]#[C:12][Si:13]([CH3:16])([CH3:15])[CH3:14])[CH2:7][O:6]1)(=O)C.C(=O)([O-])O.[Na+]. (7) Given the product [Cl:22][C:23]1[CH:24]=[C:25]([S:29]([C:2]2[CH:7]=[CH:6][C:5]3[C:8]4[CH2:9][N:10]([C:15]([O:17][C:18]([CH3:21])([CH3:20])[CH3:19])=[O:16])[CH2:11][CH2:12][C:13]=4[O:14][C:4]=3[CH:3]=2)(=[O:31])=[O:30])[CH:26]=[CH:27][CH:28]=1, predict the reactants needed to synthesize it. The reactants are: Br[C:2]1[CH:7]=[CH:6][C:5]2[C:8]3[CH2:9][N:10]([C:15]([O:17][C:18]([CH3:21])([CH3:20])[CH3:19])=[O:16])[CH2:11][CH2:12][C:13]=3[O:14][C:4]=2[CH:3]=1.[Cl:22][C:23]1[CH:24]=[C:25]([S:29]([O-:31])=[O:30])[CH:26]=[CH:27][CH:28]=1.[Na+]. (8) Given the product [NH2:1][C:4]1[CH:5]=[CH:6][C:7]([C:8]([O:10][CH2:11][CH2:12][NH:13][C:14]([O:16][CH2:17][CH:18]2[C:30]3[CH:29]=[CH:28][CH:27]=[CH:26][C:25]=3[C:24]3[C:19]2=[CH:20][CH:21]=[CH:22][CH:23]=3)=[O:15])=[O:9])=[CH:31][CH:32]=1, predict the reactants needed to synthesize it. The reactants are: [N+:1]([C:4]1[CH:32]=[CH:31][C:7]([C:8]([O:10][CH2:11][CH2:12][NH:13][C:14]([O:16][CH2:17][CH:18]2[C:30]3[CH:29]=[CH:28][CH:27]=[CH:26][C:25]=3[C:24]3[C:19]2=[CH:20][CH:21]=[CH:22][CH:23]=3)=[O:15])=[O:9])=[CH:6][CH:5]=1)([O-])=O. (9) The reactants are: Cl[C:2]([O:4][CH2:5][CH3:6])=[O:3].[F:7][C:8]1[C:13]([F:14])=[CH:12][CH:11]=[CH:10][C:9]=1[OH:15].C(N(CC)CC)C.Cl. Given the product [C:2](=[O:3])([O:4][CH2:5][CH3:6])[O:15][C:9]1[CH:10]=[CH:11][CH:12]=[C:13]([F:14])[C:8]=1[F:7], predict the reactants needed to synthesize it. (10) Given the product [C:42]([NH:41][C@@H:6]1[C@@H:5]([O:4][C:1](=[O:3])[CH3:2])[C@H:10]([O:11][C:12](=[O:14])[CH3:13])[C@@H:9]([CH2:15][O:16][C:17](=[O:19])[CH3:18])[O:8][C@H:7]1[O:20][CH2:21][CH:22]([NH:33][C:34](=[O:40])[O:35][C:36]([CH3:39])([CH3:38])[CH3:37])[CH2:23][CH2:24][CH2:25][CH2:26][CH2:27][CH2:28][CH2:29][CH2:30][CH2:31][CH3:32])(=[O:44])[CH3:50], predict the reactants needed to synthesize it. The reactants are: [C:1]([O:4][C@H:5]1[C@H:10]([O:11][C:12](=[O:14])[CH3:13])[C@@H:9]([CH2:15][O:16][C:17](=[O:19])[CH3:18])[O:8][C@@H:7]([O:20][CH2:21][CH:22]([NH:33][C:34](=[O:40])[O:35][C:36]([CH3:39])([CH3:38])[CH3:37])[CH2:23][CH2:24][CH2:25][CH2:26][CH2:27][CH2:28][CH2:29][CH2:30][CH2:31][CH3:32])[C@@H:6]1[NH:41][C:42]([O:44]CC(Cl)(Cl)Cl)=O)(=[O:3])[CH3:2].[C:50](OC(=O)C)(=O)C.